The task is: Predict the reactants needed to synthesize the given product.. This data is from Full USPTO retrosynthesis dataset with 1.9M reactions from patents (1976-2016). (1) Given the product [C:18]([O:22][C:23](=[O:33])[N:24]([CH:26]1[CH2:27][CH2:28][CH:29]([NH:32][CH2:13][C:12]2[CH:15]=[C:8]([C:7]3[CH:6]=[CH:5][N:4]=[CH:3][C:2]=3[F:1])[CH:9]=[CH:10][C:11]=2[O:16][CH3:17])[CH2:30][CH2:31]1)[CH3:25])([CH3:21])([CH3:19])[CH3:20], predict the reactants needed to synthesize it. The reactants are: [F:1][C:2]1[CH:3]=[N:4][CH:5]=[CH:6][C:7]=1[C:8]1[CH:9]=[CH:10][C:11]([O:16][CH3:17])=[C:12]([CH:15]=1)[CH:13]=O.[C:18]([O:22][C:23](=[O:33])[N:24]([CH:26]1[CH2:31][CH2:30][CH:29]([NH2:32])[CH2:28][CH2:27]1)[CH3:25])([CH3:21])([CH3:20])[CH3:19]. (2) Given the product [CH3:1][C:2]1[N:6]([CH3:7])[C:5]([C:8]2[CH:9]=[C:10]([NH:11][C:27](=[O:28])[CH:26]=[CH:25][C:15]3[C:24]4[C:19](=[CH:20][CH:21]=[CH:22][CH:23]=4)[CH:18]=[CH:17][CH:16]=3)[CH:12]=[CH:13][CH:14]=2)=[CH:4][N:3]=1, predict the reactants needed to synthesize it. The reactants are: [CH3:1][C:2]1[N:6]([CH3:7])[C:5]([C:8]2[CH:9]=[C:10]([CH:12]=[CH:13][CH:14]=2)[NH2:11])=[CH:4][N:3]=1.[C:15]1([CH:25]=[CH:26][C:27](O)=[O:28])[C:24]2[C:19](=[CH:20][CH:21]=[CH:22][CH:23]=2)[CH:18]=[CH:17][CH:16]=1.Cl.C(N=C=NCCCN(C)C)C. (3) Given the product [F:1][C:2]1[CH:26]=[C:25]([NH:27][C:28]([C:30]2[C:35](=[O:36])[N:34]([C:37]3[CH:38]=[CH:39][C:40]([F:43])=[CH:41][CH:42]=3)[N:33]=[CH:32][CH:31]=2)=[O:29])[CH:24]=[CH:23][C:3]=1[O:4][C:5]1[CH:10]=[CH:9][N:8]=[C:7]2[CH:11]=[C:12]([C:14]3[CH:15]=[CH:16][C:17]([C:18]([N:66]4[CH2:70][CH2:69][C@@H:68]([OH:71])[CH2:67]4)=[O:20])=[CH:21][CH:22]=3)[S:13][C:6]=12, predict the reactants needed to synthesize it. The reactants are: [F:1][C:2]1[CH:26]=[C:25]([NH:27][C:28]([C:30]2[C:35](=[O:36])[N:34]([C:37]3[CH:42]=[CH:41][C:40]([F:43])=[CH:39][CH:38]=3)[N:33]=[CH:32][CH:31]=2)=[O:29])[CH:24]=[CH:23][C:3]=1[O:4][C:5]1[CH:10]=[CH:9][N:8]=[C:7]2[CH:11]=[C:12]([C:14]3[CH:22]=[CH:21][C:17]([C:18]([OH:20])=O)=[CH:16][CH:15]=3)[S:13][C:6]=12.C1C=CC2N(O)N=NC=2C=1.O.CCN=C=NCCCN(C)C.[NH:66]1[CH2:70][CH2:69][C@@H:68]([OH:71])[CH2:67]1.CCN(C(C)C)C(C)C. (4) Given the product [CH3:1][O:2][C:3](=[O:4])[CH2:5][CH2:6][S:13][CH2:12][C:11]([O:15][CH3:16])=[O:14], predict the reactants needed to synthesize it. The reactants are: [CH3:1][O:2][C:3]([C:5]1C(N)=CS[CH:6]=1)=[O:4].[C:11]([O:15][CH3:16])(=[O:14])[CH2:12][SH:13].C(OC)(=O)C=C. (5) Given the product [NH2:1][C:2]1[CH:3]=[C:4]2[C:8](=[CH:9][C:10]=1[NH2:11])[N:7]([CH2:14][CH3:15])[C:6](=[O:16])[C:5]2([CH3:17])[CH3:18], predict the reactants needed to synthesize it. The reactants are: [NH2:1][C:2]1[CH:3]=[C:4]2[C:8](=[CH:9][C:10]=1[N+:11]([O-])=O)[N:7]([CH2:14][CH3:15])[C:6](=[O:16])[C:5]2([CH3:18])[CH3:17]. (6) Given the product [N:31]1([CH2:37][CH2:38][NH:39][C:40]2[CH:45]=[CH:44][C:43]([NH:46][CH:2]=[C:3]3[C:11]4[C:6](=[CH:7][C:8]([C:12]([C:14]5[CH:15]=[C:16]([NH:20][C:21]([C:23]6[N:24]([CH3:29])[N:25]=[C:26]([CH3:28])[CH:27]=6)=[O:22])[CH:17]=[CH:18][CH:19]=5)=[O:13])=[CH:9][CH:10]=4)[NH:5][C:4]3=[O:30])=[CH:42][CH:41]=2)[CH2:36][CH2:35][O:34][CH2:33][CH2:32]1, predict the reactants needed to synthesize it. The reactants are: O[CH:2]=[C:3]1[C:11]2[C:6](=[CH:7][C:8]([C:12]([C:14]3[CH:15]=[C:16]([NH:20][C:21]([C:23]4[N:24]([CH3:29])[N:25]=[C:26]([CH3:28])[CH:27]=4)=[O:22])[CH:17]=[CH:18][CH:19]=3)=[O:13])=[CH:9][CH:10]=2)[NH:5][C:4]1=[O:30].[N:31]1([CH2:37][CH2:38][NH:39][C:40]2[CH:45]=[CH:44][C:43]([NH2:46])=[CH:42][CH:41]=2)[CH2:36][CH2:35][O:34][CH2:33][CH2:32]1. (7) Given the product [CH3:1][N:2]1[CH2:3][CH2:4][N:5]([C:8]2[CH:9]=[C:10]([C:21]3[CH:24]=[N:32][NH:31][C:22]=3[NH2:23])[CH:11]=[C:12]([N:14]3[CH2:15][CH2:16][N:17]([CH3:20])[CH2:18][CH2:19]3)[CH:13]=2)[CH2:6][CH2:7]1, predict the reactants needed to synthesize it. The reactants are: [CH3:1][N:2]1[CH2:7][CH2:6][N:5]([C:8]2[CH:9]=[C:10]([CH:21]([CH:24]=O)[C:22]#[N:23])[CH:11]=[C:12]([N:14]3[CH2:19][CH2:18][N:17]([CH3:20])[CH2:16][CH2:15]3)[CH:13]=2)[CH2:4][CH2:3]1.C(O)(=O)C.O.[NH2:31][NH2:32].[OH-].[Na+].